This data is from Peptide-MHC class I binding affinity with 185,985 pairs from IEDB/IMGT. The task is: Regression. Given a peptide amino acid sequence and an MHC pseudo amino acid sequence, predict their binding affinity value. This is MHC class I binding data. (1) The peptide sequence is KSLFNTIAVLY. The MHC is HLA-A02:03 with pseudo-sequence HLA-A02:03. The binding affinity (normalized) is 0.414. (2) The peptide sequence is MSYAMCLNTF. The MHC is HLA-B35:01 with pseudo-sequence HLA-B35:01. The binding affinity (normalized) is 0.506. (3) The peptide sequence is NRYGLPEKM. The MHC is HLA-B27:05 with pseudo-sequence HLA-B27:05. The binding affinity (normalized) is 0.733. (4) The peptide sequence is NIVFSPFGY. The MHC is HLA-B46:01 with pseudo-sequence HLA-B46:01. The binding affinity (normalized) is 0.0847. (5) The peptide sequence is SMMTNRFKF. The MHC is H-2-Db with pseudo-sequence H-2-Db. The binding affinity (normalized) is 0.546. (6) The peptide sequence is VVGVILLRI. The MHC is Mamu-A2201 with pseudo-sequence Mamu-A2201. The binding affinity (normalized) is 0.143. (7) The peptide sequence is TLYCVHQRI. The MHC is HLA-A23:01 with pseudo-sequence HLA-A23:01. The binding affinity (normalized) is 0.197. (8) The binding affinity (normalized) is 0.0881. The peptide sequence is GILVALSTVI. The MHC is H-2-Dd with pseudo-sequence H-2-Dd.